Dataset: NCI-60 drug combinations with 297,098 pairs across 59 cell lines. Task: Regression. Given two drug SMILES strings and cell line genomic features, predict the synergy score measuring deviation from expected non-interaction effect. (1) Drug 1: CCCCC(=O)OCC(=O)C1(CC(C2=C(C1)C(=C3C(=C2O)C(=O)C4=C(C3=O)C=CC=C4OC)O)OC5CC(C(C(O5)C)O)NC(=O)C(F)(F)F)O. Drug 2: CC(C)NC(=O)C1=CC=C(C=C1)CNNC.Cl. Cell line: ACHN. Synergy scores: CSS=34.4, Synergy_ZIP=1.46, Synergy_Bliss=5.54, Synergy_Loewe=-18.0, Synergy_HSA=3.31. (2) Drug 1: C1C(C(OC1N2C=C(C(=O)NC2=O)F)CO)O. Drug 2: CC1=C(C(CCC1)(C)C)C=CC(=CC=CC(=CC(=O)O)C)C. Cell line: SNB-75. Synergy scores: CSS=14.6, Synergy_ZIP=-3.56, Synergy_Bliss=-2.31, Synergy_Loewe=-17.7, Synergy_HSA=-1.96. (3) Drug 1: CCN(CC)CCCC(C)NC1=C2C=C(C=CC2=NC3=C1C=CC(=C3)Cl)OC. Drug 2: C1C(C(OC1N2C=NC(=NC2=O)N)CO)O. Cell line: MALME-3M. Synergy scores: CSS=17.4, Synergy_ZIP=-2.17, Synergy_Bliss=1.88, Synergy_Loewe=2.59, Synergy_HSA=0.879. (4) Drug 1: CN1CCC(CC1)COC2=C(C=C3C(=C2)N=CN=C3NC4=C(C=C(C=C4)Br)F)OC. Drug 2: CC12CCC(CC1=CCC3C2CCC4(C3CC=C4C5=CN=CC=C5)C)O. Cell line: SK-MEL-28. Synergy scores: CSS=4.31, Synergy_ZIP=0.351, Synergy_Bliss=8.23, Synergy_Loewe=2.99, Synergy_HSA=3.91. (5) Drug 1: C1=CC(=CC=C1CCCC(=O)O)N(CCCl)CCCl. Drug 2: C1=CN(C(=O)N=C1N)C2C(C(C(O2)CO)O)O.Cl. Cell line: SK-MEL-28. Synergy scores: CSS=10.0, Synergy_ZIP=-6.97, Synergy_Bliss=-2.78, Synergy_Loewe=-2.31, Synergy_HSA=0.0414. (6) Drug 1: CC1=C(N=C(N=C1N)C(CC(=O)N)NCC(C(=O)N)N)C(=O)NC(C(C2=CN=CN2)OC3C(C(C(C(O3)CO)O)O)OC4C(C(C(C(O4)CO)O)OC(=O)N)O)C(=O)NC(C)C(C(C)C(=O)NC(C(C)O)C(=O)NCCC5=NC(=CS5)C6=NC(=CS6)C(=O)NCCC[S+](C)C)O. Drug 2: CC(C)(C#N)C1=CC(=CC(=C1)CN2C=NC=N2)C(C)(C)C#N. Cell line: T-47D. Synergy scores: CSS=12.5, Synergy_ZIP=-2.03, Synergy_Bliss=-0.0131, Synergy_Loewe=0.515, Synergy_HSA=0.00200.